From a dataset of Full USPTO retrosynthesis dataset with 1.9M reactions from patents (1976-2016). Predict the reactants needed to synthesize the given product. (1) Given the product [ClH:48].[ClH:48].[CH2:19]([N:21]1[CH2:26][CH2:25][N:24]([C:27]2[N:28]=[C:29]([C:36]3[CH:37]=[CH:38][C:39]([S:42]([CH2:45][CH2:46][CH3:47])(=[O:44])=[O:43])=[CH:40][CH:41]=3)[CH:30]=[C:31]3[CH:35]=[CH:34][S:33][C:32]=23)[CH2:23][CH2:22]1)[CH3:20], predict the reactants needed to synthesize it. The reactants are: C(N1CCN(C2N=C(Br)C=C3C=CSC=23)CC1)C.[CH2:19]([N:21]1[CH2:26][CH2:25][N:24]([C:27]2[N:28]=[C:29]([C:36]3[CH:41]=[CH:40][C:39]([S:42]([CH2:45][CH2:46][CH3:47])(=[O:44])=[O:43])=[CH:38][CH:37]=3)[CH:30]=[C:31]3[CH:35]=[CH:34][S:33][C:32]=23)[CH2:23][CH2:22]1)[CH3:20].[ClH:48]. (2) Given the product [Br:24][CH2:23][CH2:22][CH2:21][CH2:20][CH2:19][CH2:18][C:10]([CH3:12])([CH3:11])[C:9]([O:14][CH2:15][CH3:16])=[O:13], predict the reactants needed to synthesize it. The reactants are: [Li+].CC([N-]C(C)C)C.[C:9]([O:14][CH2:15][CH3:16])(=[O:13])[CH:10]([CH3:12])[CH3:11].Br[CH2:18][CH2:19][CH2:20][CH2:21][CH2:22][CH2:23][Br:24].[NH4+].[Cl-]. (3) Given the product [Br:17][C:12]1[CH:11]=[CH:10][C:9]2[N:8]([CH2:20][CH:19]([OH:18])[CH2:21][CH2:22][NH:23][C:24]3[CH:29]=[CH:28][CH:27]=[CH:26][CH:25]=3)[C:7]3[C:15]([C:14]=2[CH:13]=1)=[CH:16][C:4]([Br:3])=[CH:5][CH:6]=3, predict the reactants needed to synthesize it. The reactants are: [H-].[Na+].[Br:3][C:4]1[CH:5]=[CH:6][C:7]2[NH:8][C:9]3[C:14]([C:15]=2[CH:16]=1)=[CH:13][C:12]([Br:17])=[CH:11][CH:10]=3.[O:18]1[CH2:20][CH:19]1[CH2:21][CH2:22][NH:23][C:24]1[CH:29]=[CH:28][CH:27]=[CH:26][CH:25]=1. (4) Given the product [CH2:1]([O:9][C:10]1[CH:11]=[C:12]([CH:16]2[CH2:21][CH2:20][CH2:19][N:18]([CH2:24][CH2:23][C:22]([O:26][CH2:27][CH3:28])=[O:25])[CH2:17]2)[CH:13]=[CH:14][CH:15]=1)[CH2:2][CH2:3][CH2:4][CH2:5][CH2:6][CH2:7][CH3:8], predict the reactants needed to synthesize it. The reactants are: [CH2:1]([O:9][C:10]1[CH:11]=[C:12]([CH:16]2[CH2:21][CH2:20][CH2:19][NH:18][CH2:17]2)[CH:13]=[CH:14][CH:15]=1)[CH2:2][CH2:3][CH2:4][CH2:5][CH2:6][CH2:7][CH3:8].[C:22]([O:26][CH2:27][CH3:28])(=[O:25])[CH:23]=[CH2:24].C([O-])([O-])=O.[Cs+].[Cs+]. (5) Given the product [C:1]12([C:11]3[CH:12]=[C:13]([C:25]([C:27]4[CH:28]=[N:29][CH:30]=[CH:31][CH:32]=4)=[O:26])[CH:14]=[CH:15][C:16]=3[O:17][Si:18]([C:21]([CH3:23])([CH3:24])[CH3:22])([CH3:19])[CH3:20])[CH2:8][CH:7]3[CH2:9][CH:3]([CH2:4][CH:5]([CH2:6]3)[CH2:10]1)[CH2:2]2, predict the reactants needed to synthesize it. The reactants are: [C:1]12([C:11]3[CH:12]=[C:13]([CH:25]([C:27]4[CH:28]=[N:29][CH:30]=[CH:31][CH:32]=4)[OH:26])[CH:14]=[CH:15][C:16]=3[O:17][Si:18]([C:21]([CH3:24])([CH3:23])[CH3:22])([CH3:20])[CH3:19])[CH2:10][CH:5]3[CH2:6][CH:7]([CH2:9][CH:3]([CH2:4]3)[CH2:2]1)[CH2:8]2.CC(OI1(OC(C)=O)(OC(C)=O)OC(=O)C2C=CC=CC1=2)=O.